From a dataset of Reaction yield outcomes from USPTO patents with 853,638 reactions. Predict the reaction yield, written as a fraction of the theoretical maximum amount of product (1.0 means a 100% yield; for example, 0.34 means a 34% yield). (1) The reactants are [Cl:1][C:2]1[CH:7]=[C:6]([F:8])[CH:5]=[CH:4][C:3]=1[NH:9][S:10]([CH:13]1[CH2:22][CH2:21][C:16]2([O:20][CH2:19][CH2:18][O:17]2)[CH:15]=[C:14]1[C:23]([OH:25])=[O:24])(=[O:12])=[O:11].[C:26]([O:29][CH2:30]Br)(=[O:28])[CH3:27].C(=O)([O-])[O-].[Cs+].[Cs+].Cl. The catalyst is C(#N)C.[I-].C([N+](CCCC)(CCCC)CCCC)CCC. The product is [Cl:1][C:2]1[CH:7]=[C:6]([F:8])[CH:5]=[CH:4][C:3]=1[NH:9][S:10]([CH:13]1[CH2:22][CH2:21][C:16]2([O:17][CH2:18][CH2:19][O:20]2)[CH:15]=[C:14]1[C:23]([O:25][CH2:30][O:29][C:26](=[O:28])[CH3:27])=[O:24])(=[O:12])=[O:11]. The yield is 0.700. (2) The reactants are [C:1]1([C:7]2[CH:8]=[N:9][N:10]([CH:12]3[CH2:17][CH2:16][CH2:15][CH2:14][O:13]3)[CH:11]=2)[CH2:6][CH2:5][CH2:4][CH2:3][CH:2]=1.O.B1([O-])O[O:20]1.O.O.O.O.[Na+].S([O-])([O-])(=O)=S.[Na+].[Na+]. The catalyst is C1COCC1. The product is [O:13]1[CH2:14][CH2:15][CH2:16][CH2:17][CH:12]1[N:10]1[CH:11]=[C:7]([C@H:1]2[CH2:6][CH2:5][CH2:4][CH2:3][C@@H:2]2[OH:20])[CH:8]=[N:9]1. The yield is 0.710. (3) The reactants are [CH2:1]([O:3][C:4]([CH2:6][CH:7]1[C:16]2[C:11](=[CH:12][C:13]([OH:17])=[CH:14][CH:15]=2)[CH2:10][CH2:9][N:8]1[C:18]([O:20][C:21]([CH3:24])([CH3:23])[CH3:22])=[O:19])=[O:5])[CH3:2].C(=O)([O-])[O-:26].[K+].[K+].[CH3:31][N:32]([CH3:36])[C:33](Cl)=[O:34].O. The catalyst is CN(C)C=O. The product is [CH3:31][N:32]([CH3:36])[C:33]([O:17][C:13]1([OH:26])[CH:14]=[CH:15][C:16]2[CH:7]([CH2:6][C:4]([O:3][CH2:1][CH3:2])=[O:5])[N:8]([C:18]([O:20][C:21]([CH3:23])([CH3:22])[CH3:24])=[O:19])[CH2:9][CH2:10][C:11]=2[CH2:12]1)=[O:34]. The yield is 0.950.